Dataset: Full USPTO retrosynthesis dataset with 1.9M reactions from patents (1976-2016). Task: Predict the reactants needed to synthesize the given product. (1) Given the product [NH2:80][C@H:56]([C:57]1[C:62]([C:63]2[CH:64]=[CH:65][C:66]3[N:67]([C:70](=[O:73])[NH:71][N:72]=3)[C:68]=2[CH3:69])=[CH:61][CH:60]=[C:59]([C:74]#[C:75][C:76]([OH:79])([CH3:78])[CH3:77])[N:58]=1)[CH2:55][C:50]1[CH:49]=[C:48]([F:47])[CH:53]=[C:52]([F:54])[CH:51]=1, predict the reactants needed to synthesize it. The reactants are: OC(C(F)(F)F)=O.N[C@H](C1C(C2C=CC(Cl)=C3C=2N(C)N=C3NS(C)(=O)=O)=CC=C(C#CC(O)(C)C)N=1)CC1C=C(F)C=C(F)C=1.[F:47][C:48]1[CH:49]=[C:50]([CH2:55][C@H:56]([NH:80]C(=O)OC(C)(C)C)[C:57]2[C:62]([C:63]3[CH:64]=[CH:65][C:66]4[N:67]([C:70](=[O:73])[NH:71][N:72]=4)[C:68]=3[CH3:69])=[CH:61][CH:60]=[C:59]([C:74]#[C:75][C:76]([OH:79])([CH3:78])[CH3:77])[N:58]=2)[CH:51]=[C:52]([F:54])[CH:53]=1. (2) Given the product [I:25][CH2:6][CH2:7][C:8]12[CH2:9][CH2:10][C:11](=[O:24])[C:12]([CH3:23])=[C:13]1[C:14]1[C:19](=[CH:18][C:17]([O:21][CH3:22])=[CH:16][CH:15]=1)[CH2:20]2, predict the reactants needed to synthesize it. The reactants are: CS(O[CH2:6][CH2:7][C:8]12[CH2:20][C:19]3[CH:18]=[C:17]([O:21][CH3:22])[CH:16]=[CH:15][C:14]=3[C:13]1=[C:12]([CH3:23])[C:11](=[O:24])[CH2:10][CH2:9]2)(=O)=O.[I-:25].[Na+]. (3) Given the product [O:16]1[CH:11]2[CH:10]1[CH2:9][CH:8]1[C:13](=[O:14])[N:4]([CH2:1][CH:2]=[CH2:3])[C:5](=[O:6])[CH:7]1[CH2:12]2, predict the reactants needed to synthesize it. The reactants are: [CH2:1]([N:4]1[C:13](=[O:14])[CH:8]2[CH2:9][CH:10]=[CH:11][CH2:12][CH:7]2[C:5]1=[O:6])[CH:2]=[CH2:3].[Na].[OH:16]O. (4) Given the product [CH2:1]([C:3]1[C:4]([C:11]([O:13][CH2:14][C:15]2[CH:20]=[CH:19][CH:18]=[CH:17][CH:16]=2)=[O:12])=[C:5]([CH:9]=[O:10])[NH:6][C:7]=1[C:36]1[CH:35]=[CH:34][CH:33]=[C:32]([CH3:31])[CH:37]=1)[CH3:2], predict the reactants needed to synthesize it. The reactants are: [CH2:1]([C:3]1[C:4]([C:11]([O:13][CH2:14][C:15]2[CH:20]=[CH:19][CH:18]=[CH:17][CH:16]=2)=[O:12])=[C:5]([CH:9]=[O:10])[NH:6][C:7]=1I)[CH3:2].FC1C=CC(B(O)O)=CC=1.[CH3:31][C:32]1[CH:33]=[C:34](B(O)O)[CH:35]=[CH:36][CH:37]=1.